Dataset: Full USPTO retrosynthesis dataset with 1.9M reactions from patents (1976-2016). Task: Predict the reactants needed to synthesize the given product. (1) Given the product [Cl:9][C:10]1[CH:11]=[CH:12][CH:13]=[C:14]([NH:19][C:6]2[CH2:5][CH2:4][C:3](=[O:8])[C:2]=2[CH3:1])[C:15]=1[C:16]([OH:18])=[O:17].[CH3:5][CH2:6][OH:7], predict the reactants needed to synthesize it. The reactants are: [CH3:1][CH:2]1[C:6](=[O:7])[CH2:5][CH2:4][C:3]1=[O:8].[Cl:9][C:10]1[CH:11]=[CH:12][CH:13]=[C:14]([NH2:19])[C:15]=1[C:16]([OH:18])=[O:17]. (2) Given the product [CH3:2][O:3][C:4]1[C:9]2[N:10]=[C:11]([C:13]3[NH:22][C:16]4[CH2:17][CH2:18][N:19]([C:38](=[O:40])[CH3:39])[CH2:20][CH2:21][C:15]=4[N:14]=3)[S:12][C:8]=2[C:7]([N:23]2[CH2:24][CH2:25][O:26][CH2:27][CH2:28]2)=[CH:6][CH:5]=1, predict the reactants needed to synthesize it. The reactants are: Cl.[CH3:2][O:3][C:4]1[C:9]2[N:10]=[C:11]([C:13]3[NH:22][C:16]4[CH2:17][CH2:18][NH:19][CH2:20][CH2:21][C:15]=4[N:14]=3)[S:12][C:8]=2[C:7]([N:23]2[CH2:28][CH2:27][O:26][CH2:25][CH2:24]2)=[CH:6][CH:5]=1.C(N(C(C)C)C(C)C)C.[C:38](Cl)(=[O:40])[CH3:39]. (3) Given the product [CH2:18]([NH:20][S:12]([C:8]1[CH:9]=[C:10]([F:11])[C:2]([F:1])=[C:3]([CH:7]=1)[C:4]([OH:6])=[O:5])(=[O:14])=[O:13])[CH3:19], predict the reactants needed to synthesize it. The reactants are: [F:1][C:2]1[C:10]([F:11])=[CH:9][C:8]([S:12](Cl)(=[O:14])=[O:13])=[CH:7][C:3]=1[C:4]([OH:6])=[O:5].[OH-].[Na+].[CH2:18]([NH2:20])[CH3:19].Cl. (4) Given the product [Cl:1][C:2]1[S:3][C:4]([Cl:22])=[CH:5][C:6]=1[S:7]([NH:10][C:11]1[N:16]=[CH:15][C:14]([C:17]([OH:19])=[O:18])=[CH:13][C:12]=1[OH:21])(=[O:8])=[O:9], predict the reactants needed to synthesize it. The reactants are: [Cl:1][C:2]1[S:3][C:4]([Cl:22])=[CH:5][C:6]=1[S:7]([NH:10][C:11]1[N:16]=[CH:15][C:14]([C:17]([O:19]C)=[O:18])=[CH:13][C:12]=1[OH:21])(=[O:9])=[O:8].[OH-].[Na+].